This data is from Peptide-MHC class II binding affinity with 134,281 pairs from IEDB. The task is: Regression. Given a peptide amino acid sequence and an MHC pseudo amino acid sequence, predict their binding affinity value. This is MHC class II binding data. The peptide sequence is VAVGLRVVCAKY. The MHC is DRB1_1501 with pseudo-sequence DRB1_1501. The binding affinity (normalized) is 0.426.